From a dataset of Peptide-MHC class I binding affinity with 185,985 pairs from IEDB/IMGT. Regression. Given a peptide amino acid sequence and an MHC pseudo amino acid sequence, predict their binding affinity value. This is MHC class I binding data. The peptide sequence is TSNLQEQIGW. The MHC is HLA-A23:01 with pseudo-sequence HLA-A23:01. The binding affinity (normalized) is 0.